This data is from Full USPTO retrosynthesis dataset with 1.9M reactions from patents (1976-2016). The task is: Predict the reactants needed to synthesize the given product. (1) Given the product [NH2:12][C@@H:13]1[CH2:17][N:16]([CH2:18][CH2:19][O:20][CH3:21])[CH2:15][C@H:10]1[C:8]1[CH:7]=[C:4]([CH:3]=[C:2]([F:1])[CH:9]=1)[C:5]#[N:6], predict the reactants needed to synthesize it. The reactants are: [F:1][C:2]1[CH:3]=[C:4]([CH:7]=[C:8]([CH:10]=O)[CH:9]=1)[C:5]#[N:6].[NH2:12][C@@H:13]1[CH2:17][N:16]([CH2:18][CH2:19][O:20][CH3:21])[CH2:15][C@H]1C1C=CC(F)=C(C=1)C#N. (2) Given the product [CH3:1][C:2]1([CH3:24])[C:11]2[C:6](=[CH:7][C:8]([CH3:23])=[C:9]([CH2:13][C:14]3[O:18][C:17]([C:19]([OH:21])=[O:20])=[CH:16][CH:15]=3)[C:10]=2[CH3:12])[O:5][CH2:4][CH2:3]1, predict the reactants needed to synthesize it. The reactants are: [CH3:1][C:2]1([CH3:24])[C:11]2[C:6](=[CH:7][C:8]([CH3:23])=[C:9]([CH2:13][C:14]3[O:18][C:17]([C:19]([O:21]C)=[O:20])=[CH:16][CH:15]=3)[C:10]=2[CH3:12])[O:5][CH2:4][CH2:3]1.CO.Cl. (3) The reactants are: [CH2:1]([O:3][C:4]([C:6]1[CH:7]2[N:24]([CH3:25])[CH:11]([CH2:12][C:13]=1[C:14]1[CH:19]=[CH:18][C:17]([CH2:20][CH2:21][CH2:22][OH:23])=[CH:16][CH:15]=1)[CH2:10][N:9]([C:26]([O:28][C:29]([CH3:32])([CH3:31])[CH3:30])=[O:27])[CH2:8]2)=[O:5])[CH3:2].C([O-])(O)=[O:34].[Na+].ClC(OC(Cl)C)=O.CCN(C(C)C)C(C)C.[CH3:54][C:55]([O:58]C(OC([O:58][C:55]([CH3:57])([CH3:56])[CH3:54])=O)=O)([CH3:57])[CH3:56]. Given the product [CH2:1]([O:3][C:4]([C:6]1[C@@H:7]2[N:24]([C:25]([O:58][C:55]([CH3:57])([CH3:56])[CH3:54])=[O:34])[C@H:11]([CH2:12][C:13]=1[C:14]1[CH:19]=[CH:18][C:17]([CH2:20][CH2:21][CH2:22][OH:23])=[CH:16][CH:15]=1)[CH2:10][N:9]([C:26]([O:28][C:29]([CH3:31])([CH3:30])[CH3:32])=[O:27])[CH2:8]2)=[O:5])[CH3:2], predict the reactants needed to synthesize it. (4) Given the product [F:26][C:19]1[C:20]([NH2:25])=[N:21][C:22]([CH3:24])=[N:23][C:18]=1[C:13]1[C:8]([F:7])=[N:9][CH:10]=[CH:11][CH:12]=1, predict the reactants needed to synthesize it. The reactants are: COCCOC.[F:7][C:8]1[C:13](B(O)O)=[CH:12][CH:11]=[CH:10][N:9]=1.Cl[C:18]1[N:23]=[C:22]([CH3:24])[N:21]=[C:20]([NH2:25])[C:19]=1[F:26]. (5) The reactants are: Br[CH2:2][C:3]([NH:5][C:6]([C:9]1[CH:18]=[C:17]2[C:12]([CH2:13][NH:14][C:15](=[O:27])[N:16]2[C:19]2[C:24]([Cl:25])=[CH:23][CH:22]=[CH:21][C:20]=2[Cl:26])=[C:11]([C:28]2[CH:33]=[CH:32][CH:31]=[CH:30][C:29]=2[Cl:34])[CH:10]=1)([CH3:8])[CH3:7])=[O:4].[NH:35]1[CH2:40][CH2:39][O:38][CH2:37][CH2:36]1.C(N(C(C)C)CC)(C)C. Given the product [Cl:34][C:29]1[CH:30]=[CH:31][CH:32]=[CH:33][C:28]=1[C:11]1[CH:10]=[C:9]([C:6]([NH:5][C:3](=[O:4])[CH2:2][N:35]2[CH2:40][CH2:39][O:38][CH2:37][CH2:36]2)([CH3:8])[CH3:7])[CH:18]=[C:17]2[C:12]=1[CH2:13][NH:14][C:15](=[O:27])[N:16]2[C:19]1[C:24]([Cl:25])=[CH:23][CH:22]=[CH:21][C:20]=1[Cl:26], predict the reactants needed to synthesize it. (6) Given the product [CH2:27]([N:12]([CH2:11][C:10]1[CH:23]=[CH:24][C:7]([O:6][C:5]2[CH:25]=[CH:26][C:2]([Br:1])=[CH:3][CH:4]=2)=[CH:8][CH:9]=1)[C:13]1[CH:18]=[CH:17][CH:16]=[C:15]([N+:19]([O-:21])=[O:20])[C:14]=1[CH3:22])[C:28]1[CH:33]=[CH:32][CH:31]=[CH:30][CH:29]=1, predict the reactants needed to synthesize it. The reactants are: [Br:1][C:2]1[CH:26]=[CH:25][C:5]([O:6][C:7]2[CH:24]=[CH:23][C:10]([CH2:11][NH:12][C:13]3[CH:18]=[CH:17][CH:16]=[C:15]([N+:19]([O-:21])=[O:20])[C:14]=3[CH3:22])=[CH:9][CH:8]=2)=[CH:4][CH:3]=1.[CH2:27](Br)[C:28]1[CH:33]=[CH:32][CH:31]=[CH:30][CH:29]=1. (7) Given the product [F:34][C:33]1[CH:32]=[CH:31][CH:30]=[C:29]([F:35])[C:28]=1[C:27]([NH:26][C:23]1[CH:22]=[N:21][C:20]([N:13]2[C:12]3[CH:37]=[CH:38][C:9]([C:7]4[O:8][CH:4]=[CH:5][N:6]=4)=[CH:10][C:11]=3[N:15]=[C:14]2[C:16]([F:19])([F:18])[F:17])=[CH:25][N:24]=1)=[O:36], predict the reactants needed to synthesize it. The reactants are: C(O[CH:4](OCC)[CH2:5][NH:6][C:7]([C:9]1[CH:38]=[CH:37][C:12]2[N:13]([C:20]3[CH:25]=[N:24][C:23]([NH:26][C:27](=[O:36])[C:28]4[C:33]([F:34])=[CH:32][CH:31]=[CH:30][C:29]=4[F:35])=[CH:22][N:21]=3)[C:14]([C:16]([F:19])([F:18])[F:17])=[N:15][C:11]=2[CH:10]=1)=[O:8])C.O=P12OP3(OP(OP(O3)(O1)=O)(=O)O2)=O.CCOC(C)=O. (8) Given the product [C:1]([C:5]1[CH:6]=[C:7]([CH:17]=[C:18]([C:21]([CH3:23])([CH3:24])[CH3:22])[C:19]=1[OH:20])[C:8]([NH:10][C:11]1([C:14](=[O:15])[NH:33][C:34]2[CH:39]=[CH:38][CH:37]=[CH:36][N:35]=2)[CH2:13][CH2:12]1)=[O:9])([CH3:3])([CH3:2])[CH3:4], predict the reactants needed to synthesize it. The reactants are: [C:1]([C:5]1[CH:6]=[C:7]([CH:17]=[C:18]([C:21]([CH3:24])([CH3:23])[CH3:22])[C:19]=1[OH:20])[C:8]([NH:10][C:11]1([C:14](O)=[O:15])[CH2:13][CH2:12]1)=[O:9])([CH3:4])([CH3:3])[CH3:2].ClC(N(C)C)=C(C)C.[NH2:33][C:34]1[CH:39]=[CH:38][CH:37]=[CH:36][N:35]=1. (9) Given the product [NH2:18][C:17]1[S:5][C:4]2[CH2:1][N:26]([CH2:19][C:20]3[CH:25]=[CH:24][CH:23]=[CH:22][CH:21]=3)[CH2:6][CH2:7][C:8]=2[C:16]=1[CH2:14][C:10]1[S:9][CH:13]=[CH:12][CH:11]=1, predict the reactants needed to synthesize it. The reactants are: [C:1]([C:4]1[S:5][CH:6]=[CH:7][CH:8]=1)(=O)C.[S:9]1[CH:13]=[CH:12][CH:11]=[C:10]1[C:14]([CH2:16][C:17]#[N:18])=O.[CH2:19]([N:26]1CCC(=O)CC1)[C:20]1[CH:25]=[CH:24][CH:23]=[CH:22][CH:21]=1.N1CCOCC1.[S]. (10) Given the product [O:27]1[C:23]2[CH:22]=[CH:21][C:20]([C:18](=[O:19])[CH2:17][CH2:16][C:15]([NH:14][C:4]3[CH:3]=[C:2]([C:63]4[CH:62]=[N:61][CH:66]=[CH:65][CH:64]=4)[CH:7]=[C:6]([C:8]4[CH:13]=[CH:12][CH:11]=[CH:10][CH:9]=4)[N:5]=3)=[O:29])=[CH:28][C:24]=2[CH2:25][CH2:26]1, predict the reactants needed to synthesize it. The reactants are: Cl[C:2]1[CH:7]=[C:6]([C:8]2[CH:13]=[CH:12][CH:11]=[CH:10][CH:9]=2)[N:5]=[C:4]([NH:14][C:15](=[O:29])[CH2:16][CH2:17][C:18]([C:20]2[CH:21]=[CH:22][C:23]3[O:27][CH2:26][CH2:25][C:24]=3[CH:28]=2)=[O:19])[CH:3]=1.C1(C2C=CC=CC=2)C=CC=CC=1P(C1CCCCC1)C1CCCCC1.C(=O)([O-])[O-].[K+].[K+].[N:61]1[CH:66]=[CH:65][CH:64]=[C:63](B(O)O)[CH:62]=1.